Dataset: Full USPTO retrosynthesis dataset with 1.9M reactions from patents (1976-2016). Task: Predict the reactants needed to synthesize the given product. (1) Given the product [C:28]([O:20][C@H:19]1[C@H:18]2[CH2:21][N:12]([C:10]([O:9][C:1](=[O:8])[C:2]3[CH:3]=[CH:4][CH:5]=[CH:6][CH:7]=3)=[O:11])[C@@H:13]1[C@H:14]([O:17]2)[O:15][CH3:16])(=[O:35])[C:29]1[CH:34]=[CH:33][CH:32]=[CH:31][CH:30]=1, predict the reactants needed to synthesize it. The reactants are: [C:1]([O:9][C:10]([N:12]1[CH2:21][C@@H:18]2[C@H:19]([OH:20])[C@H:13]1[C@H:14]([O:17]2)[O:15][CH3:16])=[O:11])(=[O:8])[C:2]1[CH:7]=[CH:6][CH:5]=[CH:4][CH:3]=1.N1C=CC=CC=1.[C:28](Cl)(=[O:35])[C:29]1[CH:34]=[CH:33][CH:32]=[CH:31][CH:30]=1.Cl. (2) Given the product [O:30]=[C:23]1[C:24]2([CH2:25][CH2:26][N:27]([C:6]3[C:7]4[C:12](=[CH:11][CH:10]=[CH:9][CH:8]=4)[C:3]([C:1]#[N:2])=[CH:4][CH:5]=3)[CH2:28][CH2:29]2)[N:20]([C:14]2[CH:19]=[CH:18][CH:17]=[CH:16][CH:15]=2)[CH2:21][NH:22]1, predict the reactants needed to synthesize it. The reactants are: [C:1]([C:3]1[C:12]2[C:7](=[CH:8][CH:9]=[CH:10][CH:11]=2)[C:6](F)=[CH:5][CH:4]=1)#[N:2].[C:14]1([N:20]2[C:24]3([CH2:29][CH2:28][NH:27][CH2:26][CH2:25]3)[C:23](=[O:30])[NH:22][CH2:21]2)[CH:19]=[CH:18][CH:17]=[CH:16][CH:15]=1. (3) Given the product [CH2:26]([N:11]1[C:10](=[O:15])[C:9](=[CH:8][C:7]2[CH:16]=[CH:17][C:4]([N+:1]([O-:3])=[O:2])=[CH:5][CH:6]=2)[S:13][C:12]1=[O:14])[CH3:27], predict the reactants needed to synthesize it. The reactants are: [N+:1]([C:4]1[CH:17]=[CH:16][C:7]([CH:8]=[C:9]2[S:13][C:12](=[O:14])[NH:11][C:10]2=[O:15])=[CH:6][CH:5]=1)([O-:3])=[O:2].CN(C)C=O.[H-].[Na+].I[CH2:26][CH3:27]. (4) Given the product [Cl:35][CH2:36][C:37]([NH2:13])=[O:39].[CH2:14]([NH:13][CH2:1][CH2:2][CH2:3][CH2:4][CH2:5][CH2:6][CH2:7][CH2:8][CH2:9][CH2:10][CH2:11][CH3:12])[CH2:15][CH2:16][CH2:17][CH2:18][CH2:19][CH2:20][CH2:21][CH2:22][CH2:23][CH2:24][CH3:25], predict the reactants needed to synthesize it. The reactants are: [CH2:1]([NH:13][CH2:14][CH2:15][CH2:16][CH2:17][CH2:18][CH2:19][CH2:20][CH2:21][CH2:22][CH2:23][CH2:24][CH3:25])[CH2:2][CH2:3][CH2:4][CH2:5][CH2:6][CH2:7][CH2:8][CH2:9][CH2:10][CH2:11][CH3:12].C(Cl)Cl.C([O-])([O-])=O.[K+].[K+].[Cl:35][CH2:36][C:37]([O:39]C(=O)CCl)=O.